Task: Predict the reactants needed to synthesize the given product.. Dataset: Full USPTO retrosynthesis dataset with 1.9M reactions from patents (1976-2016) (1) Given the product [C:2]1([CH2:1][S:8][C:9]2[CH:10]=[C:11]([CH:12]=[CH:13][CH:14]=2)[CH:26]=[O:27])[CH:7]=[CH:6][CH:5]=[CH:4][CH:3]=1, predict the reactants needed to synthesize it. The reactants are: [CH2:1]([S:8][C:9]1[CH:14]=[CH:13][CH:12]=[C:11](Br)[CH:10]=1)[C:2]1[CH:7]=[CH:6][CH:5]=[CH:4][CH:3]=1.C1(CC2C=C(C=CC=2)[CH:26]=[O:27])C=CC=CC=1.[Li]CCCC.CN(C=O)C. (2) Given the product [CH2:13]([C:15]1[CH:20]=[CH:19][CH:18]=[C:17]([CH2:21][CH3:22])[C:16]=1[C:23]1[N:28]=[C:27]([C:29]([F:32])([F:31])[F:30])[C:10]([CH2:9][N:8]([CH3:6])[C@@H:11]2[C:12]3[C:17](=[CH:16][CH:15]=[CH:13][CH:14]=3)[CH2:18][CH2:19][CH2:20]2)=[C:25]([O:35][CH3:36])[CH:24]=1)[CH3:14], predict the reactants needed to synthesize it. The reactants are: CS(Cl)(=O)=O.[CH2:6]([N:8]([CH2:11][CH3:12])[CH2:9][CH3:10])C.[CH2:13]([C:15]1[CH:20]=[CH:19][CH:18]=[C:17]([CH2:21][CH3:22])[C:16]=1[C:23]1[N:28]=[C:27]([C:29]([F:32])([F:31])[F:30])C(CO)=[C:25]([O:35][CH3:36])[CH:24]=1)[CH3:14].C([O-])([O-])=O.[K+].[K+]. (3) Given the product [C:1]([C:3]1[CH:8]=[CH:7][C:6]([C:9]2[C:10]([C:11]([O:13][CH2:14][CH3:15])=[O:12])=[CH:41][N:40]=[C:39]([NH:38][CH2:37][CH2:36][NH:35][C:26]3[CH:27]=[CH:28][C:29]4[C:34](=[CH:33][CH:32]=[CH:31][CH:30]=4)[N:25]=3)[N:44]=2)=[CH:5][CH:4]=1)#[N:2], predict the reactants needed to synthesize it. The reactants are: [C:1]([C:3]1[CH:8]=[CH:7][C:6]([C:9](=O)[CH2:10][C:11]([O:13][CH2:14][CH3:15])=[O:12])=[CH:5][CH:4]=1)#[N:2].CN(C(OC)OC)C.[N:25]1[C:34]2[C:29](=[CH:30][CH:31]=[CH:32][CH:33]=2)[CH:28]=[CH:27][C:26]=1[NH:35][CH2:36][CH2:37][NH:38][C:39]1[N:44]=C(C2C=CC(C(N)=O)=CC=2)C=[CH:41][N:40]=1.[O-]CC.[Na+]. (4) Given the product [Cl:27][C:13]1[N:12]([CH2:14][C:15]2[CH:20]=[CH:19][C:18]([O:21][CH3:22])=[CH:17][CH:16]=2)[C:11]([CH3:23])=[C:10]2[C:9]=1[C:8](=[O:24])[N:7]([CH3:25])[C:6](=[O:26])[N:5]2[CH2:1][CH:2]([CH3:4])[CH3:3], predict the reactants needed to synthesize it. The reactants are: [CH2:1]([N:5]1[C:10]2=[C:11]([CH3:23])[N:12]([CH2:14][C:15]3[CH:20]=[CH:19][C:18]([O:21][CH3:22])=[CH:17][CH:16]=3)[CH:13]=[C:9]2[C:8](=[O:24])[N:7]([CH3:25])[C:6]1=[O:26])[CH:2]([CH3:4])[CH3:3].[Cl:27]C(Cl)(Cl)C(Cl)(Cl)Cl.[Li+].C[Si]([N-][Si](C)(C)C)(C)C.